This data is from Forward reaction prediction with 1.9M reactions from USPTO patents (1976-2016). The task is: Predict the product of the given reaction. (1) The product is: [NH2:39][C@H:35]1[CH2:36][CH2:37][CH2:38][N:33]([C:25]2[C:24]([NH:23][C:21]([C:19]3[N:20]=[C:16]([C:10]4[C:9]([F:8])=[CH:14][CH:13]=[CH:12][C:11]=4[F:15])[S:17][CH:18]=3)=[O:22])=[CH:29][N:28]=[C:27]3[S:30][CH:31]=[CH:32][C:26]=23)[CH2:34]1. Given the reactants C(O)(C(F)(F)F)=O.[F:8][C:9]1[CH:14]=[CH:13][CH:12]=[C:11]([F:15])[C:10]=1[C:16]1[S:17][CH:18]=[C:19]([C:21]([NH:23][C:24]2[C:25]([N:33]3[CH2:38][CH2:37][CH2:36][C@H:35]([NH:39]C(=O)OC(C)(C)C)[CH2:34]3)=[C:26]3[CH:32]=[CH:31][S:30][C:27]3=[N:28][CH:29]=2)=[O:22])[N:20]=1, predict the reaction product. (2) Given the reactants F[C:2]1[CH:10]=[C:9]([Br:11])[CH:8]=[CH:7][C:3]=1[C:4]([OH:6])=O.S(Cl)(Cl)=O.[CH:16]1[CH:21]=[CH:20][CH:19]=[CH:18][CH:17]=1.[Cl-:22].[Cl-].[Cl-].[Al+3].Cl, predict the reaction product. The product is: [Br:11][C:9]1[CH:8]=[CH:7][C:3]([C:4]([C:16]2[CH:21]=[CH:20][CH:19]=[CH:18][CH:17]=2)=[O:6])=[C:2]([Cl:22])[CH:10]=1.